From a dataset of Forward reaction prediction with 1.9M reactions from USPTO patents (1976-2016). Predict the product of the given reaction. (1) Given the reactants [Cl:1][C:2]1[CH:18]=[CH:17][C:5]([CH2:6][NH:7][C:8]([NH:10][N:11]([CH2:13][C:14]([OH:16])=O)[CH3:12])=[O:9])=[CH:4][CH:3]=1.[NH2:19][C@@H:20]([CH2:44][C:45]1[CH:50]=[CH:49][C:48]([O:51][C:52]([CH3:55])([CH3:54])[CH3:53])=[CH:47][CH:46]=1)[C:21]([N:23]([C@@H:35]([CH3:43])[CH:36]([O:40][CH2:41][CH3:42])[O:37][CH2:38][CH3:39])[CH2:24][C:25]1[C:34]2[C:29](=[CH:30][CH:31]=[CH:32][CH:33]=2)[CH:28]=[CH:27][CH:26]=1)=[O:22], predict the reaction product. The product is: [Cl:1][C:2]1[CH:3]=[CH:4][C:5]([CH2:6][NH:7][C:8](=[O:9])[NH:10][N:11]([CH2:13][C:14]([NH:19][C@@H:20]([CH2:44][C:45]2[CH:50]=[CH:49][C:48]([O:51][C:52]([CH3:55])([CH3:54])[CH3:53])=[CH:47][CH:46]=2)[C:21]([N:23]([C@@H:35]([CH3:43])[CH:36]([O:40][CH2:41][CH3:42])[O:37][CH2:38][CH3:39])[CH2:24][C:25]2[C:34]3[C:29](=[CH:30][CH:31]=[CH:32][CH:33]=3)[CH:28]=[CH:27][CH:26]=2)=[O:22])=[O:16])[CH3:12])=[CH:17][CH:18]=1. (2) The product is: [C:34]([C:33]1[CH:36]=[CH:37][C:30]([N:27]2[C:1](=[NH:2])[C:3]([CH3:5])([CH3:4])[N:6]([C:7]3[CH:8]=[CH:9][C:10]([C:13]4[CH:18]=[CH:17][C:16]([NH:19][C:20](=[O:26])[O:21][C:22]([CH3:25])([CH3:24])[CH3:23])=[CH:15][CH:14]=4)=[CH:11][CH:12]=3)[C:28]2=[S:29])=[CH:31][C:32]=1[C:38]([F:39])([F:41])[F:40])#[N:35]. Given the reactants [C:1]([C:3]([NH:6][C:7]1[CH:12]=[CH:11][C:10]([C:13]2[CH:18]=[CH:17][C:16]([NH:19][C:20](=[O:26])[O:21][C:22]([CH3:25])([CH3:24])[CH3:23])=[CH:15][CH:14]=2)=[CH:9][CH:8]=1)([CH3:5])[CH3:4])#[N:2].[N:27]([C:30]1[CH:37]=[CH:36][C:33]([C:34]#[N:35])=[C:32]([C:38]([F:41])([F:40])[F:39])[CH:31]=1)=[C:28]=[S:29], predict the reaction product. (3) Given the reactants [Si]([O:8][CH2:9][CH2:10][CH2:11][C:12]1[CH:17]=[CH:16][C:15]([N:18]([CH2:37][CH:38]([CH3:40])[CH3:39])[S:19]([C:22]2[CH:27]=[CH:26][C:25]([O:28][CH2:29][C:30]3[C:31]([CH3:36])=[N:32][O:33][C:34]=3[CH3:35])=[CH:24][CH:23]=2)(=[O:21])=[O:20])=[CH:14][CH:13]=1)(C(C)(C)C)(C)C.CCCC[N+](CCCC)(CCCC)CCCC.[F-], predict the reaction product. The product is: [CH3:36][C:31]1[C:30]([CH2:29][O:28][C:25]2[CH:24]=[CH:23][C:22]([S:19]([N:18]([C:15]3[CH:16]=[CH:17][C:12]([CH2:11][CH2:10][CH2:9][OH:8])=[CH:13][CH:14]=3)[CH2:37][CH:38]([CH3:40])[CH3:39])(=[O:21])=[O:20])=[CH:27][CH:26]=2)=[C:34]([CH3:35])[O:33][N:32]=1. (4) The product is: [NH2:3][O:12][CH:13]1[CH2:18][N:17]([C:19]([O:21][C:22]([CH3:23])([CH3:24])[CH3:25])=[O:20])[CH2:16][C:15]2[N:26]([CH3:29])[N:27]=[CH:28][C:14]1=2. Given the reactants O=C1C2C(=CC=CC=2)C(=O)[N:3]1[O:12][CH:13]1[CH2:18][N:17]([C:19]([O:21][C:22]([CH3:25])([CH3:24])[CH3:23])=[O:20])[CH2:16][C:15]2[N:26]([CH3:29])[N:27]=[CH:28][C:14]1=2.C(Cl)Cl.O.NN, predict the reaction product. (5) Given the reactants [NH2:1][C:2]1[N:7]=[CH:6][N:5]=[C:4]2[N:8]([CH:12]([C:14]3[C:19]([C:20]4[CH:25]=[CH:24][CH:23]=[CH:22][CH:21]=4)=[N:18][N:17]([CH3:26])[C:16](=[O:27])[CH:15]=3)[CH3:13])[N:9]=[C:10](I)[C:3]=12.[F:28][C:29]1[CH:30]=[C:31](B(O)O)[CH:32]=[C:33]([OH:35])[CH:34]=1, predict the reaction product. The product is: [NH2:1][C:2]1[N:7]=[CH:6][N:5]=[C:4]2[N:8]([CH:12]([C:14]3[C:19]([C:20]4[CH:25]=[CH:24][CH:23]=[CH:22][CH:21]=4)=[N:18][N:17]([CH3:26])[C:16](=[O:27])[CH:15]=3)[CH3:13])[N:9]=[C:10]([C:31]3[CH:32]=[C:33]([OH:35])[CH:34]=[C:29]([F:28])[CH:30]=3)[C:3]=12. (6) Given the reactants [F:1][C:2]1[C:11]([NH:12][S:13]([C:16]2[CH:21]=[CH:20][C:19]([NH:22]C(=O)C(F)(F)F)=[CH:18][C:17]=2[CH2:29][C:30]([O:32][CH2:33][CH3:34])=[O:31])(=[O:15])=[O:14])=[CH:10][C:5]2[B:6]([OH:9])[O:7][CH2:8][C:4]=2[CH:3]=1.N, predict the reaction product. The product is: [NH2:22][C:19]1[CH:20]=[CH:21][C:16]([S:13](=[O:14])(=[O:15])[NH:12][C:11]2[C:2]([F:1])=[CH:3][C:4]3[CH2:8][O:7][B:6]([OH:9])[C:5]=3[CH:10]=2)=[C:17]([CH2:29][C:30]([O:32][CH2:33][CH3:34])=[O:31])[CH:18]=1. (7) Given the reactants [N:1]1[CH:6]=[CH:5][C:4]([C:7]2[S:11][C:10]([C:12]([OH:14])=O)=[CH:9][CH:8]=2)=[CH:3][CH:2]=1.[N:15]1([CH2:21][CH2:22][NH2:23])[CH2:20][CH2:19][O:18][CH2:17][CH2:16]1, predict the reaction product. The product is: [N:15]1([CH2:21][CH2:22][NH:23][C:12]([C:10]2[S:11][C:7]([C:4]3[CH:3]=[CH:2][N:1]=[CH:6][CH:5]=3)=[CH:8][CH:9]=2)=[O:14])[CH2:20][CH2:19][O:18][CH2:17][CH2:16]1.